This data is from Reaction yield outcomes from USPTO patents with 853,638 reactions. The task is: Predict the reaction yield, written as a fraction of the theoretical maximum amount of product (1.0 means a 100% yield; for example, 0.34 means a 34% yield). The reactants are CN(C(ON1N=NC2C=CC=NC1=2)=[N+](C)C)C.F[P-](F)(F)(F)(F)F.[Cl:25][C:26]1[CH:27]=[C:28]([C:53](O)=[O:54])[CH:29]=[N:30][C:31]=1[NH:32][NH:33][C:34]([NH:36][CH:37]1[C:43]2[CH:44]=[N:45][CH:46]=[CH:47][C:42]=2[CH2:41][CH2:40][C:39]2[C:48]([F:52])=[CH:49][CH:50]=[CH:51][C:38]1=2)=[S:35].CCN(C(C)C)C(C)C.[CH2:65]1[C@@H:70]([NH2:71])[C:68](=[O:69])[S:67][CH2:66]1.Cl. The catalyst is CC(N(C)C)=O. The product is [Cl:25][C:26]1[CH:27]=[C:28]([C:53]([NH:71][C@@H:70]2[CH2:65][CH2:66][S:67][C:68]2=[O:69])=[O:54])[CH:29]=[N:30][C:31]=1[NH:32][NH:33][C:34]([NH:36][CH:37]1[C:43]2[CH:44]=[N:45][CH:46]=[CH:47][C:42]=2[CH2:41][CH2:40][C:39]2[C:48]([F:52])=[CH:49][CH:50]=[CH:51][C:38]1=2)=[S:35]. The yield is 0.340.